This data is from Forward reaction prediction with 1.9M reactions from USPTO patents (1976-2016). The task is: Predict the product of the given reaction. (1) Given the reactants [CH2:1]([O:8][C:9]1[CH:14]=[CH:13][C:12](Br)=[C:11]([F:16])[CH:10]=1)[C:2]1[CH:7]=[CH:6][CH:5]=[CH:4][CH:3]=1.[F:17][C:18]([F:34])([F:33])[O:19][C:20]1[CH:32]=[CH:31][C:23]([O:24][CH:25]2[CH2:30][CH2:29][NH:28][CH2:27][CH2:26]2)=[CH:22][CH:21]=1.CC(C)([O-])C.[Na+].C1(P(C2C=CC=CC=2)C2C=CC3C(=CC=CC=3)C=2C2C3C(=CC=CC=3)C=CC=2P(C2C=CC=CC=2)C2C=CC=CC=2)C=CC=CC=1.[Cl-].[NH4+], predict the reaction product. The product is: [CH2:1]([O:8][C:9]1[CH:14]=[CH:13][C:12]([N:28]2[CH2:29][CH2:30][CH:25]([O:24][C:23]3[CH:22]=[CH:21][C:20]([O:19][C:18]([F:17])([F:33])[F:34])=[CH:32][CH:31]=3)[CH2:26][CH2:27]2)=[C:11]([F:16])[CH:10]=1)[C:2]1[CH:7]=[CH:6][CH:5]=[CH:4][CH:3]=1. (2) Given the reactants [C:1]([C@H:4]([N:6]1[C:11](=[O:12])[C@@H:10]([N:13]=[N+]=[N-])[C@@H:9]([OH:16])[CH2:8][O:7]1)[CH3:5])([OH:3])=[O:2], predict the reaction product. The product is: [C:1]([C@H:4]([N:6]1[C:11](=[O:12])[C@@H:10]([NH2:13])[C@@H:9]([OH:16])[CH2:8][O:7]1)[CH3:5])([OH:3])=[O:2]. (3) Given the reactants [CH2:1]([N:8]1[CH2:13][CH2:12][O:11][CH:10]([C:14]2[CH:21]=[CH:20][C:17]([CH:18]=[O:19])=[CH:16][CH:15]=2)[CH2:9]1)[C:2]1[CH:7]=[CH:6][CH:5]=[CH:4][CH:3]=1.[BH4-].[Na+].O, predict the reaction product. The product is: [CH2:1]([N:8]1[CH2:13][CH2:12][O:11][CH:10]([C:14]2[CH:15]=[CH:16][C:17]([CH2:18][OH:19])=[CH:20][CH:21]=2)[CH2:9]1)[C:2]1[CH:3]=[CH:4][CH:5]=[CH:6][CH:7]=1. (4) The product is: [Br:14][C:4]1[S:3][C:2]([NH:1][C:29]([NH:28][C:17]2[C:18]([Cl:27])=[CH:19][C:20]([O:22][C:23]([F:24])([F:25])[F:26])=[CH:21][C:16]=2[Cl:15])=[O:30])=[C:6]([C:7]([O:9][C:10]([CH3:11])([CH3:13])[CH3:12])=[O:8])[CH:5]=1. Given the reactants [NH2:1][C:2]1[S:3][C:4]([Br:14])=[CH:5][C:6]=1[C:7]([O:9][C:10]([CH3:13])([CH3:12])[CH3:11])=[O:8].[Cl:15][C:16]1[CH:21]=[C:20]([O:22][C:23]([F:26])([F:25])[F:24])[CH:19]=[C:18]([Cl:27])[C:17]=1[N:28]=[C:29]=[O:30].C(N(CC)CC)C, predict the reaction product. (5) Given the reactants Cl.[CH3:2][O:3][C:4](=[O:19])[C:5]1[CH:10]=[CH:9][C:8]([CH2:11][NH:12][CH2:13][CH:14]([OH:18])[CH2:15][CH2:16][CH3:17])=[CH:7][CH:6]=1.[C:20]([C:28]1[CH:36]=[C:35]([Cl:37])[CH:34]=[CH:33][C:29]=1[C:30](O)=[O:31])(=O)[C:21]1[CH:26]=[CH:25][CH:24]=[CH:23][CH:22]=1, predict the reaction product. The product is: [CH3:2][O:3][C:4](=[O:19])[C:5]1[CH:6]=[CH:7][C:8]([CH2:11][N:12]2[C:13]([C:14](=[O:18])[CH2:15][CH2:16][CH3:17])=[C:20]([C:21]3[CH:26]=[CH:25][CH:24]=[CH:23][CH:22]=3)[C:28]3[C:29](=[CH:33][CH:34]=[C:35]([Cl:37])[CH:36]=3)[C:30]2=[O:31])=[CH:9][CH:10]=1. (6) The product is: [S:33]1[C:34]2[CH:40]=[CH:39][CH:38]=[CH:37][C:35]=2[N:36]=[C:32]1[C:31]1[C:22]([O:21][C@H:19]2[CH2:18][N:15]3[C:16](=[O:17])[C@@H:2]([NH:1][C:67]([C:68]4[CH:74]=[C:73]([CH3:72])[O:75][N:69]=4)=[O:95])[CH2:3][CH2:4][CH2:5][CH2:6][CH2:7][C:8]([F:52])([F:53])[CH2:9][C@@H:10]4[CH2:42][C@@:11]4([C:43](=[O:44])[NH:45][S:46]([CH:49]4[CH2:51][CH2:50]4)(=[O:48])=[O:47])[NH:12][C:13](=[O:41])[C@@H:14]3[CH2:20]2)=[N:23][C:24]2[C:29]([N:30]=1)=[CH:28][CH:27]=[CH:26][CH:25]=2. Given the reactants [NH2:1][C@@H:2]1[C:16](=[O:17])[N:15]2[CH2:18][C@H:19]([O:21][C:22]3[C:31]([C:32]4[S:33][C:34]5[CH:40]=[CH:39][CH:38]=[CH:37][C:35]=5[N:36]=4)=[N:30][C:29]4[C:24](=[CH:25][CH:26]=[CH:27][CH:28]=4)[N:23]=3)[CH2:20][C@H:14]2[C:13](=[O:41])[NH:12][C@:11]2([C:43]([NH:45][S:46]([CH:49]3[CH2:51][CH2:50]3)(=[O:48])=[O:47])=[O:44])[CH2:42][C@H:10]2[CH2:9][C:8]([F:53])([F:52])[CH2:7][CH2:6][CH2:5][CH2:4][CH2:3]1.Cl.N[C@@H]1C(=O)[N:69]2[CH2:72][C@H:73]([O:75]C3C(C4SC5C=CC=CC=5N=4)=NC4C(=CC=CC=4)N=3)[CH2:74][C@H:68]2[C:67](=[O:95])N[C@]2(C(NS(C3CC3)(=O)=O)=O)C[C@H]2CC(F)(F)CCCCC1.C(N(C(C)C)CC)(C)C.CC1ON=C(C(O)=O)C=1.CN(C(ON1N=NC2C=CC=NC1=2)=[N+](C)C)C.F[P-](F)(F)(F)(F)F.Cl, predict the reaction product. (7) Given the reactants C[O:2][C:3]([NH:5][C@H:6]([C:10]([N:12]1[CH2:16][CH2:15][CH2:14][CH:13]1[C:17]1[NH:18][C:19]([C:22]2[CH:27]=[C:26]3[CH2:28][O:29][C:30]4[CH:54]=[C:53]5[C:33]([CH:34]=[CH:35][C:36]6[N:40]=[C:39]([CH:41]7[CH2:45][CH2:44][CH2:43][N:42]7[C:46](OC(C)(C)C)=[O:47])[NH:38][C:37]=65)=[CH:32][C:31]=4[C:25]3=[CH:24][CH:23]=2)=[CH:20][N:21]=1)=[O:11])[CH:7]([CH3:9])[CH3:8])=[O:4].Cl.[CH3:56][O:57][C:58]([NH:60][C@H:61]([C:65]1[CH:70]=[CH:69][CH:68]=[CH:67][CH:66]=1)C(O)=O)=[O:59].CCOC(C(C#N)=NOC(N1CCOCC1)=[N+](C)C)=O.F[P-](F)(F)(F)(F)F.C(N(C(C)C)CC)(C)C, predict the reaction product. The product is: [CH3:56][O:57][C:58]([NH:60][CH:61]([C:65]1[CH:70]=[CH:69][CH:68]=[CH:67][CH:66]=1)[C:46]([N:42]1[CH2:43][CH2:44][CH2:45][CH:41]1[C:39]1[NH:38][C:37]2[C:53]3[C:33]([CH:34]=[CH:35][C:36]=2[N:40]=1)=[CH:32][C:31]1[C:25]2[C:26]([CH2:28][O:29][C:30]=1[CH:54]=3)=[CH:27][C:22]([C:19]1[NH:18][C:17]([CH:13]3[CH2:14][CH2:15][CH2:16][N:12]3[C:10](=[O:11])[CH:6]([NH:5][C:3](=[O:4])[OH:2])[CH:7]([CH3:8])[CH3:9])=[N:21][CH:20]=1)=[CH:23][CH:24]=2)=[O:47])=[O:59].